This data is from Retrosynthesis with 50K atom-mapped reactions and 10 reaction types from USPTO. The task is: Predict the reactants needed to synthesize the given product. (1) Given the product CN1CCN(c2ccc([N+](=O)[O-])cc2)CC1, predict the reactants needed to synthesize it. The reactants are: CI.O=[N+]([O-])c1ccc(N2CCNCC2)cc1. (2) Given the product COc1cccc([C@H]2O[C@H](CCC(=O)N3CCC(CC(=O)O)CC3)c3ccc(C(N)=O)n3-c3ccc(Cl)cc32)c1OC, predict the reactants needed to synthesize it. The reactants are: CCOC(=O)CC1CCN(C(=O)CC[C@H]2O[C@H](c3cccc(OC)c3OC)c3cc(Cl)ccc3-n3c(C(N)=O)ccc32)CC1. (3) Given the product COCCCN1C(=O)C(C)(C)Oc2ccc(CO[C@@H]3CC[C@@H](CC(C)(C)C(=O)OC)N(S(=O)(=O)c4ccc(C)cc4)C3)cc21, predict the reactants needed to synthesize it. The reactants are: COC(=O)C(C)(C)C[C@@H]1CC[C@@H](O)CN1S(=O)(=O)c1ccc(C)cc1.COCCCN1C(=O)C(C)(C)Oc2ccc(CCl)cc21. (4) Given the product CCCc1cnc(NC(=O)C2=C(O)c3sc4ccccc4c3S(=O)(=O)N2C)s1, predict the reactants needed to synthesize it. The reactants are: CCCc1cnc(N)s1.COC(=O)C1=C(O)c2sc3ccccc3c2S(=O)(=O)N1C. (5) Given the product Cc1ccc(C(=O)NC2CC2)cc1-c1ccc(C(=O)Nc2ccccc2CN2CCN(C)CC2)cn1, predict the reactants needed to synthesize it. The reactants are: CN1CCN(Cc2ccccc2NC(=O)c2ccc(Cl)nc2)CC1.Cc1ccc(C(=O)NC2CC2)cc1B1OC(C)(C)C(C)(C)O1. (6) Given the product Nc1cccc(CN2CCC(N3C(=O)Nc4ccccc4C3c3ccccc3)CC2)c1, predict the reactants needed to synthesize it. The reactants are: O=C1Nc2ccccc2C(c2ccccc2)N1C1CCN(Cc2cccc([N+](=O)[O-])c2)CC1. (7) The reactants are: O=C=NCc1ccccc1.O=S(=O)(Nc1ccc2[nH]ccc2c1)c1cc(Cl)cc(Cl)c1. Given the product O=C(NCc1ccccc1)n1ccc2cc(NS(=O)(=O)c3cc(Cl)cc(Cl)c3)ccc21, predict the reactants needed to synthesize it. (8) Given the product CC1CC(N(C)C)C(O)C(OC2CCCCCCCCCCCCC2)O1, predict the reactants needed to synthesize it. The reactants are: CC(=O)OC1C(OC2CCCCCCCCCCCCC2)OC(C)CC1N(C)C. (9) Given the product Nc1n[nH]c2cccc(-c3cccnc3)c12, predict the reactants needed to synthesize it. The reactants are: Nc1n[nH]c2cccc(Cl)c12.OB(O)c1cccnc1.